Dataset: Catalyst prediction with 721,799 reactions and 888 catalyst types from USPTO. Task: Predict which catalyst facilitates the given reaction. (1) Reactant: C[O:2][C:3](=[O:15])[C:4]1[CH:9]=[C:8]([O:10][CH3:11])[CH:7]=[C:6]([O:12][CH3:13])[C:5]=1[F:14].[OH-].[Na+]. Product: [F:14][C:5]1[C:6]([O:12][CH3:13])=[CH:7][C:8]([O:10][CH3:11])=[CH:9][C:4]=1[C:3]([OH:15])=[O:2]. The catalyst class is: 8. (2) The catalyst class is: 411. Product: [NH2:24][C:23]1[N:19]([C:17]2[S:18][C:12]3[CH:11]=[C:10]([O:3][C:4]4[CH:5]=[CH:6][CH:7]=[CH:8][CH:9]=4)[CH:15]=[CH:14][C:13]=3[N:16]=2)[N:20]=[C:21]([NH:25][C:26]2[CH:31]=[CH:30][C:29]([S:32]([NH2:33])(=[O:34])=[O:35])=[CH:28][CH:27]=2)[N:22]=1. Reactant: BrBr.[O:3]([C:10]1[CH:15]=[CH:14][C:13]([NH:16][C:17]([N:19]2[C:23]([NH2:24])=[N:22][C:21]([NH:25][C:26]3[CH:31]=[CH:30][C:29]([S:32](=[O:35])(=[O:34])[NH2:33])=[CH:28][CH:27]=3)=[N:20]2)=[S:18])=[CH:12][CH:11]=1)[C:4]1[CH:9]=[CH:8][CH:7]=[CH:6][CH:5]=1. (3) Reactant: [Cl:1][C:2]1[CH:17]=[CH:16][C:5]2[NH:6][C:7]3[S:8][C:9]([CH3:15])=[CH:10][C:11]=3[C:12](=[S:14])[NH:13][C:4]=2[CH:3]=1.[CH3:18]N(C=O)C.C(=O)([O-])[O-].[K+].[K+].IC. The catalyst class is: 237. Product: [Cl:1][C:2]1[CH:17]=[CH:16][C:5]2[NH:6][C:7]3[S:8][C:9]([CH3:15])=[CH:10][C:11]=3[C:12]([S:14][CH3:18])=[N:13][C:4]=2[CH:3]=1. (4) Reactant: C([N:3](CC)CC)C.Cl.O(N)C.[N+:12]([CH:15]=[CH:16][C:17]1[CH:22]=[CH:21][CH:20]=[CH:19][CH:18]=1)([O-:14])=[O:13].CC(C)([O-])C.[K+]. Product: [N+:12](/[CH:15]=[C:16](/[C:17]1[CH:22]=[CH:21][CH:20]=[CH:19][CH:18]=1)\[NH2:3])([O-:14])=[O:13]. The catalyst class is: 9. (5) Reactant: Br[C:2]1[CH:3]=[C:4]([O:27][C:28]2[C:29]([CH3:34])=[N:30][CH:31]=[CH:32][CH:33]=2)[C:5]([NH:8][C:9]2[S:13][N:12]=[C:11]([CH:14]3[CH2:20][CH:19]4[N:21]([C:22]([O:24][CH2:25][CH3:26])=[O:23])[CH:16]([CH2:17][CH2:18]4)[CH2:15]3)[N:10]=2)=[N:6][CH:7]=1.C[Li].C([Li])CCC.[N:42]1[CH:47]=[CH:46][CH:45]=[CH:44][C:43]=1[S:48][S:48][C:43]1[CH:44]=[CH:45][CH:46]=[CH:47][N:42]=1. Product: [CH3:34][C:29]1[C:28]([O:27][C:4]2[C:5]([NH:8][C:9]3[S:13][N:12]=[C:11]([CH:14]4[CH2:20][CH:19]5[N:21]([C:22]([O:24][CH2:25][CH3:26])=[O:23])[CH:16]([CH2:17][CH2:18]5)[CH2:15]4)[N:10]=3)=[N:6][CH:7]=[C:2]([S:48][C:43]3[CH:44]=[CH:45][CH:46]=[CH:47][N:42]=3)[CH:3]=2)=[CH:33][CH:32]=[CH:31][N:30]=1. The catalyst class is: 1. (6) Reactant: [OH:1][C:2]1[CH:3]=[C:4]2[C:9](=[CH:10][CH:11]=1)[N:8]=[CH:7][CH:6]=[CH:5]2.[CH3:12][N:13]([C:17]1[CH:22]=[CH:21][CH:20]=[CH:19][CH:18]=1)[C:14](Cl)=[O:15].N12CCN(CC1)CC2. Product: [N:8]1[C:9]2[C:4](=[CH:3][C:2]([O:1][C:14](=[O:15])[N:13]([CH3:12])[C:17]3[CH:22]=[CH:21][CH:20]=[CH:19][CH:18]=3)=[CH:11][CH:10]=2)[CH:5]=[CH:6][CH:7]=1. The catalyst class is: 4. (7) Reactant: Cl[C:2]1[N:3]=[C:4]2[CH:9]=[CH:8][CH:7]=[N:6][N:5]2[C:10]=1[C:11]1[S:15][C:14]2[C:16]([CH3:20])=[CH:17][CH:18]=[CH:19][C:13]=2[CH:12]=1.O.C1(C)C=CC(S(O)(=O)=O)=CC=1.[NH2:33][C@H:34]1[CH2:39][CH2:38][C@H:37]([OH:40])[CH2:36][CH2:35]1. Product: [CH3:20][C:16]1[C:14]2[S:15][C:11]([C:10]3[N:5]4[N:6]=[C:7]([NH:33][C@H:34]5[CH2:39][CH2:38][C@H:37]([OH:40])[CH2:36][CH2:35]5)[CH:8]=[CH:9][C:4]4=[N:3][CH:2]=3)=[CH:12][C:13]=2[CH:19]=[CH:18][CH:17]=1. The catalyst class is: 58.